This data is from CYP2C9 inhibition data for predicting drug metabolism from PubChem BioAssay. The task is: Regression/Classification. Given a drug SMILES string, predict its absorption, distribution, metabolism, or excretion properties. Task type varies by dataset: regression for continuous measurements (e.g., permeability, clearance, half-life) or binary classification for categorical outcomes (e.g., BBB penetration, CYP inhibition). Dataset: cyp2c9_veith. The drug is Cn1cccc1C(=O)N1CCC2(CCCN(Cc3ccc(C#N)cc3)C2)CC1. The result is 0 (non-inhibitor).